This data is from Reaction yield outcomes from USPTO patents with 853,638 reactions. The task is: Predict the reaction yield, written as a fraction of the theoretical maximum amount of product (1.0 means a 100% yield; for example, 0.34 means a 34% yield). (1) The reactants are [F:1][C:2]1[C:3]([O:23][CH3:24])=[N:4][C:5]([N:9]2[CH2:16][CH:15]3[C:11]([C:17]4[CH:22]=[N:21][CH:20]=[CH:19][N:18]=4)([NH:12][O:13][CH2:14]3)[CH2:10]2)=[N:6][C:7]=1[CH3:8].CO. The catalyst is C(O)C.[Ni].O. The product is [NH2:12][C:11]1([C:17]2[CH:22]=[N:21][CH:20]=[CH:19][N:18]=2)[CH2:10][N:9]([C:5]2[N:4]=[C:3]([O:23][CH3:24])[C:2]([F:1])=[C:7]([CH3:8])[N:6]=2)[CH2:16][CH:15]1[CH2:14][OH:13]. The yield is 0.990. (2) The reactants are [N+:1]([C:4]1[CH:9]=[CH:8][C:7]([CH2:10][C:11](=[O:13])[CH3:12])=[CH:6][CH:5]=1)([O-])=O. The catalyst is C(O)C.[Pd]. The product is [NH2:1][C:4]1[CH:5]=[CH:6][C:7]([CH2:10][C:11](=[O:13])[CH3:12])=[CH:8][CH:9]=1. The yield is 0.510. (3) The reactants are [NH2:1][C:2]1[C:10]2[C:5](=[C:6]([F:13])[CH:7]=[CH:8][C:9]=2[O:11][CH3:12])[N:4]([CH2:14][C:15]2[CH:16]=[C:17]([CH:21]=[CH:22][CH:23]=2)[C:18]([NH2:20])=[O:19])[N:3]=1.[Cl:24][C:25]1[S:29][C:28]([S:30](Cl)(=[O:32])=[O:31])=[CH:27][CH:26]=1. The catalyst is N1C=CC=CC=1.ClCCl.CO.CS(C)=O. The product is [Cl:24][C:25]1[S:29][C:28]([S:30]([NH:1][C:2]2[C:10]3[C:5](=[C:6]([F:13])[CH:7]=[CH:8][C:9]=3[O:11][CH3:12])[N:4]([CH2:14][C:15]3[CH:16]=[C:17]([CH:21]=[CH:22][CH:23]=3)[C:18]([NH2:20])=[O:19])[N:3]=2)(=[O:32])=[O:31])=[CH:27][CH:26]=1. The yield is 0.450. (4) The reactants are [Br:1][CH2:2][CH2:3][N:4]1[C:8]([CH2:9]O)=[CH:7][C:6]([N+:11]([O-:13])=[O:12])=[N:5]1.P(Br)(Br)[Br:15].C(=O)(O)[O-].[Na+]. The catalyst is C(Cl)(Cl)Cl. The product is [Br:1][CH2:2][CH2:3][N:4]1[C:8]([CH2:9][Br:15])=[CH:7][C:6]([N+:11]([O-:13])=[O:12])=[N:5]1. The yield is 0.810. (5) The reactants are [OH:1][CH:2]1[CH2:7][CH2:6][N:5]([C:8]([O:10][C:11]([CH3:14])([CH3:13])[CH3:12])=[O:9])[CH2:4][CH2:3]1.CC([O-])(C)C.[K+].Br[CH2:22][C:23]([O:25][CH2:26][CH3:27])=[O:24]. The catalyst is C1COCC1. The product is [CH2:26]([O:25][C:23](=[O:24])[CH2:22][O:1][CH:2]1[CH2:3][CH2:4][N:5]([C:8]([O:10][C:11]([CH3:14])([CH3:13])[CH3:12])=[O:9])[CH2:6][CH2:7]1)[CH3:27]. The yield is 0.340.